The task is: Predict the reactants needed to synthesize the given product.. This data is from Full USPTO retrosynthesis dataset with 1.9M reactions from patents (1976-2016). (1) Given the product [Cl:4][C:5]1[C:6]([C:20]([OH:22])=[O:21])=[N:7][O:8][C:9]=1[C:10]1[CH:15]=[CH:14][C:13]([C:16]([F:17])([F:19])[F:18])=[CH:12][CH:11]=1, predict the reactants needed to synthesize it. The reactants are: O.[OH-].[Li+].[Cl:4][C:5]1[C:6]([C:20]([O:22]CC)=[O:21])=[N:7][O:8][C:9]=1[C:10]1[CH:15]=[CH:14][C:13]([C:16]([F:19])([F:18])[F:17])=[CH:12][CH:11]=1.Cl. (2) Given the product [C:1]([CH2:3][C:4]([NH:25][C:24]1[CH:26]=[CH:27][C:21]([C:18]2[N:19]=[CH:20][N:16]([C:13]3[CH:14]=[CH:15][C:10]([O:9][C:8]([F:7])([F:29])[F:28])=[CH:11][CH:12]=3)[N:17]=2)=[CH:22][CH:23]=1)=[O:6])#[N:2], predict the reactants needed to synthesize it. The reactants are: [C:1]([CH2:3][C:4]([OH:6])=O)#[N:2].[F:7][C:8]([F:29])([F:28])[O:9][C:10]1[CH:15]=[CH:14][C:13]([N:16]2[CH:20]=[N:19][C:18]([C:21]3[CH:27]=[CH:26][C:24]([NH2:25])=[CH:23][CH:22]=3)=[N:17]2)=[CH:12][CH:11]=1.C1(N=C=NC2CCCCC2)CCCCC1. (3) Given the product [CH2:1]([N:3]1[C:7]2=[N:8][C:9]([CH2:32][CH3:33])=[C:10]([CH2:19][NH:20][C:21]([C:23]3[CH:24]=[CH:72][CH:71]=[C:88]([C:86]([NH:34][CH2:35][C:36]4[CH:41]=[CH:40][N:39]=[C:38]([C:42]5[CH:47]=[CH:46][CH:45]=[C:44]([CH2:48][CH:49]6[CH2:50][CH2:51][NH:52][CH2:53][CH2:54]6)[CH:43]=5)[CH:37]=4)=[O:92])[N:28]=3)=[O:22])[C:11]([NH:12][CH:13]3[CH2:18][CH2:17][O:16][CH2:15][CH2:14]3)=[C:6]2[CH:5]=[N:4]1)[CH3:2], predict the reactants needed to synthesize it. The reactants are: [CH2:1]([N:3]1[C:7]2=[N:8][C:9]([CH2:32][CH3:33])=[C:10]([CH2:19][NH:20][C:21]([C:23]3[N:28]=C(C(O)=O)C=C[CH:24]=3)=[O:22])[C:11]([NH:12][CH:13]3[CH2:18][CH2:17][O:16][CH2:15][CH2:14]3)=[C:6]2[CH:5]=[N:4]1)[CH3:2].[NH2:34][CH2:35][C:36]1[CH:41]=[CH:40][N:39]=[C:38]([C:42]2[CH:43]=[C:44]([CH2:48][CH:49]3[CH2:54][CH2:53][N:52](C(OC(C)(C)C)=O)[CH2:51][CH2:50]3)[CH:45]=[CH:46][CH:47]=2)[CH:37]=1.CN(C(ON1N=N[C:72]2C=CC=C[C:71]1=2)=[N+](C)C)C.F[P-](F)(F)(F)(F)F.[C:86]([OH:92])([C:88](F)(F)F)=O. (4) Given the product [F:7][C:8]([F:14])([F:13])[S:9]([OH:12])(=[O:11])=[O:10].[CH3:1][N:2]([CH3:6])[C:3](=[O:5])[CH3:4], predict the reactants needed to synthesize it. The reactants are: [CH3:1][N:2]([CH3:6])[C:3](=[O:5])[CH3:4].[F:7][C:8]([F:14])([F:13])[S:9]([O-:12])(=[O:11])=[O:10]. (5) Given the product [Cl:10][CH2:8][S:7][C:4]1[CH:5]=[CH:6][C:1]([CH3:9])=[CH:2][CH:3]=1, predict the reactants needed to synthesize it. The reactants are: [C:1]1([CH3:9])[CH:6]=[CH:5][C:4]([S:7][CH3:8])=[CH:3][CH:2]=1.[Cl:10]N1C(=O)CCC1=O. (6) Given the product [N:29]1([CH:35]2[CH2:40][CH2:39][N:38]([C:41]3[CH:42]=[CH:43][C:44]([NH:47][C:21](=[O:23])[C:20]4[CH:24]=[CH:25][C:17]([S:14](=[O:15])(=[O:16])[NH:13][C:8]5[CH:9]=[CH:10][CH:11]=[CH:12][C:7]=5[O:6][C:5]5[CH:26]=[CH:27][C:2]([Br:1])=[CH:3][C:4]=5[Cl:28])=[CH:18][CH:19]=4)=[CH:45][CH:46]=3)[CH2:37][CH2:36]2)[CH2:30][CH2:31][CH2:32][CH2:33][CH2:34]1, predict the reactants needed to synthesize it. The reactants are: [Br:1][C:2]1[CH:27]=[CH:26][C:5]([O:6][C:7]2[CH:12]=[CH:11][CH:10]=[CH:9][C:8]=2[NH:13][S:14]([C:17]2[CH:25]=[CH:24][C:20]([C:21]([OH:23])=O)=[CH:19][CH:18]=2)(=[O:16])=[O:15])=[C:4]([Cl:28])[CH:3]=1.[N:29]1([CH:35]2[CH2:40][CH2:39][N:38]([C:41]3[CH:46]=[CH:45][C:44]([NH2:47])=[CH:43][CH:42]=3)[CH2:37][CH2:36]2)[CH2:34][CH2:33][CH2:32][CH2:31][CH2:30]1. (7) The reactants are: Cl[C:2]1[C:7]([NH:8][C:9](=[O:24])[C:10]2[CH:15]=[C:14]([O:16][CH3:17])[C:13]([O:18][CH2:19][CH:20]3[CH2:22][CH2:21]3)=[C:12]([F:23])[CH:11]=2)=[CH:6][N:5]=[C:4]([O:25][CH2:26][C@@H:27]([NH:29][C:30](=[O:36])[O:31][C:32]([CH3:35])([CH3:34])[CH3:33])[CH3:28])[CH:3]=1.C(=O)([O-])[O-].[K+].[K+].C(OCC)(=O)C. Given the product [CH:20]1([CH2:19][O:18][C:13]2[C:14]([O:16][CH3:17])=[CH:15][C:10]([C:9]3[O:24][C:2]4[CH:3]=[C:4]([O:25][CH2:26][C@@H:27]([NH:29][C:30](=[O:36])[O:31][C:32]([CH3:35])([CH3:34])[CH3:33])[CH3:28])[N:5]=[CH:6][C:7]=4[N:8]=3)=[CH:11][C:12]=2[F:23])[CH2:22][CH2:21]1, predict the reactants needed to synthesize it.